From a dataset of NCI-60 drug combinations with 297,098 pairs across 59 cell lines. Regression. Given two drug SMILES strings and cell line genomic features, predict the synergy score measuring deviation from expected non-interaction effect. (1) Drug 1: COC1=NC(=NC2=C1N=CN2C3C(C(C(O3)CO)O)O)N. Drug 2: C1C(C(OC1N2C=NC(=NC2=O)N)CO)O. Cell line: MDA-MB-231. Synergy scores: CSS=3.28, Synergy_ZIP=-0.584, Synergy_Bliss=2.47, Synergy_Loewe=-7.16, Synergy_HSA=-1.36. (2) Drug 1: CCN(CC)CCCC(C)NC1=C2C=C(C=CC2=NC3=C1C=CC(=C3)Cl)OC. Drug 2: N.N.Cl[Pt+2]Cl. Cell line: UACC-257. Synergy scores: CSS=60.1, Synergy_ZIP=1.99, Synergy_Bliss=1.11, Synergy_Loewe=3.73, Synergy_HSA=5.36.